From a dataset of Forward reaction prediction with 1.9M reactions from USPTO patents (1976-2016). Predict the product of the given reaction. (1) Given the reactants C([O:3][C:4](=[O:13])[C:5]([C:7]1[S:8][CH:9]=[CH:10][C:11]=1[I:12])=[O:6])C, predict the reaction product. The product is: [I:12][C:11]1[CH:10]=[CH:9][S:8][C:7]=1[C:5](=[O:6])[C:4]([OH:13])=[O:3]. (2) Given the reactants [CH3:1]/[C:2](/[NH2:6])=[CH:3]\[C:4]#[N:5].[C:7](OCC)(=[O:10])[C:8]#[CH:9], predict the reaction product. The product is: [CH3:1][C:2]1[NH:6][C:7](=[O:10])[CH:8]=[CH:9][C:3]=1[C:4]#[N:5].